The task is: Predict the reactants needed to synthesize the given product.. This data is from Full USPTO retrosynthesis dataset with 1.9M reactions from patents (1976-2016). (1) Given the product [Cl-:1].[OH:6][CH:3]([CH2:4][OH:5])[CH2:2][N+:9]([CH2:12][CH3:13])([CH2:10][CH3:11])[CH2:7][CH3:8], predict the reactants needed to synthesize it. The reactants are: [Cl:1][CH2:2][CH:3]([OH:6])[CH2:4][OH:5].[CH2:7]([N:9]([CH2:12][CH3:13])[CH2:10][CH3:11])[CH3:8].C(O)C. (2) Given the product [Cl:5][C:6]1[CH:11]=[C:10]([Cl:12])[CH:9]=[CH:8][C:7]=1[N:13]1[C:18]2=[N:19][C:20]3[CH:25]=[CH:24][CH:23]=[C:22]([C:26](=[O:28])[CH2:1][CH3:2])[C:21]=3[N:17]2[CH2:16][CH2:15][CH2:14]1, predict the reactants needed to synthesize it. The reactants are: [CH2:1]([Mg]Br)[CH3:2].[Cl:5][C:6]1[CH:11]=[C:10]([Cl:12])[CH:9]=[CH:8][C:7]=1[N:13]1[C:18]2=[N:19][C:20]3[C:21](=[C:22]([C:26]#N)[CH:23]=[CH:24][CH:25]=3)[N:17]2[CH2:16][CH2:15][CH2:14]1.[O:28]1CCCC1. (3) The reactants are: [NH2:1][C:2]1[C:10]([CH3:11])=[CH:9][CH:8]=[CH:7][C:3]=1[C:4]([OH:6])=[O:5].C(N(C(C)C)CC)(C)C.Cl[C:22](Cl)([O:24]C(=O)OC(Cl)(Cl)Cl)Cl. Given the product [CH3:11][C:10]1[C:2]2[NH:1][C:22](=[O:24])[O:5][C:4](=[O:6])[C:3]=2[CH:7]=[CH:8][CH:9]=1, predict the reactants needed to synthesize it. (4) The reactants are: [Cl:1][C:2]1[CH:10]=[CH:9][CH:8]=[C:7]2[C:3]=1[C:4]([C:15](=[O:20])C(F)(F)F)=[CH:5][N:6]2[CH2:11][CH2:12][O:13][CH3:14].[OH-:21].[K+]. Given the product [Cl:1][C:2]1[CH:10]=[CH:9][CH:8]=[C:7]2[C:3]=1[C:4]([C:15]([OH:20])=[O:21])=[CH:5][N:6]2[CH2:11][CH2:12][O:13][CH3:14], predict the reactants needed to synthesize it. (5) Given the product [NH2:45][CH2:44][C:43](=[O:53])[NH:42][C@@H:41]([CH3:54])[C:40](=[O:55])[N:39]([CH3:56])[C@@H:38]([CH2:57][C:58]1[CH:63]=[CH:62][CH:61]=[CH:60][CH:59]=1)[C:37](=[O:64])[NH:36][CH2:35][C:34](=[O:65])[N:33]([CH3:66])[C@@H:32]([CH2:67][CH:68]([CH3:70])[CH3:69])[C:31](=[O:71])[NH:30][C@@H:29]([CH3:72])[C:28](=[O:73])[NH:27][C@@H:26]([CH:74]([CH3:75])[CH3:76])[C:25](=[O:77])[NH:24][C@@H:23]([CH2:78][C:79]1[CH:84]=[CH:83][CH:82]=[CH:81][CH:80]=1)[C:22](=[O:85])[NH:21][C@H:20]([C:18](=[O:19])[N:17]([C@@H:15]([CH3:16])[C:14]([NH:13][C@@H:6]([CH2:7][OH:8])[C:5]([NH:4][CH2:3][C:2]([NH2:1])=[O:100])=[O:99])=[O:98])[CH3:97])[CH2:86][C:87](=[O:96])[S:88][CH2:89][C:90]1[CH:95]=[CH:94][CH:93]=[CH:92][CH:91]=1, predict the reactants needed to synthesize it. The reactants are: [NH2:1][C:2](=[O:100])[CH2:3][NH:4][C:5](=[O:99])[C@@H:6]([NH:13][C:14](=[O:98])[C@@H:15]([N:17]([CH3:97])[C:18]([C@H:20]([CH2:86][C:87](=[O:96])[S:88][CH2:89][C:90]1[CH:95]=[CH:94][CH:93]=[CH:92][CH:91]=1)[NH:21][C:22](=[O:85])[C@H:23]([CH2:78][C:79]1[CH:84]=[CH:83][CH:82]=[CH:81][CH:80]=1)[NH:24][C:25](=[O:77])[C@H:26]([CH:74]([CH3:76])[CH3:75])[NH:27][C:28](=[O:73])[C@H:29]([CH3:72])[NH:30][C:31](=[O:71])[C@H:32]([CH2:67][CH:68]([CH3:70])[CH3:69])[N:33]([CH3:66])[C:34](=[O:65])[CH2:35][NH:36][C:37](=[O:64])[C@H:38]([CH2:57][C:58]1[CH:63]=[CH:62][CH:61]=[CH:60][CH:59]=1)[N:39]([CH3:56])[C:40](=[O:55])[C@H:41]([CH3:54])[NH:42][C:43](=[O:53])[CH2:44][NH:45]C(=O)OC(C)(C)C)=[O:19])[CH3:16])[CH2:7][O:8]C(C)(C)C.C(O)(C(F)(F)F)=O. (6) Given the product [OH:8][C:9]1[CH:10]=[C:11]([CH3:38])[C:12]([C:16]2[CH:21]=[CH:20][CH:19]=[C:18]([CH2:22][O:23][C:24]3[CH:37]=[CH:36][C:27]4[C@H:28]([CH2:31][C:32]([O:34][CH3:35])=[O:33])[CH2:29][O:30][C:26]=4[CH:25]=3)[CH:17]=2)=[C:13]([CH3:15])[CH:14]=1, predict the reactants needed to synthesize it. The reactants are: [Si]([O:8][C:9]1[CH:14]=[C:13]([CH3:15])[C:12]([C:16]2[CH:21]=[CH:20][CH:19]=[C:18]([CH2:22][O:23][C:24]3[CH:37]=[CH:36][C:27]4[C@H:28]([CH2:31][C:32]([O:34][CH3:35])=[O:33])[CH2:29][O:30][C:26]=4[CH:25]=3)[CH:17]=2)=[C:11]([CH3:38])[CH:10]=1)(C(C)(C)C)(C)C.Cl. (7) Given the product [OH:1][CH:2]([CH2:6][C:7]1[CH:8]=[CH:9][C:10]([O:13][C:14]([CH3:17])([CH3:16])[CH3:15])=[CH:11][CH:12]=1)[C:3]([OH:5])=[O:4], predict the reactants needed to synthesize it. The reactants are: [O:1]=[C:2]([CH2:6][C:7]1[CH:12]=[CH:11][C:10]([O:13][C:14]([CH3:17])([CH3:16])[CH3:15])=[CH:9][CH:8]=1)[C:3]([O-:5])=[O:4].[Na+].O=C[C@@H]([C@H]([C@@H]([C@@H](CO)O)O)O)O.C1C=[N+]([C@@H]2O[C@H](COP(OP(OC[C@H]3O[C@@H](N4C5N=CN=C(N)C=5N=C4)[C@H](O)[C@@H]3O)(O)=O)(O)=O)[C@@H](O)[C@H]2O)C=C(C(N)=O)C=1.P([O-])([O-])([O-])=O.Cl. (8) Given the product [I:8][C:7]1[C:2]([O:25][C:22]2[CH:21]=[CH:20][C:19]([NH:18][C:10]3[S:9][C:13]4[CH:14]=[CH:15][CH:16]=[CH:17][C:12]=4[N:11]=3)=[CH:24][CH:23]=2)=[N:3][CH:4]=[CH:5][CH:6]=1, predict the reactants needed to synthesize it. The reactants are: F[C:2]1[C:7]([I:8])=[CH:6][CH:5]=[CH:4][N:3]=1.[S:9]1[C:13]2[CH:14]=[CH:15][CH:16]=[CH:17][C:12]=2[N:11]=[C:10]1[NH:18][C:19]1[CH:24]=[CH:23][C:22]([OH:25])=[CH:21][CH:20]=1.C(=O)([O-])[O-].[Cs+].[Cs+]. (9) Given the product [NH2:28][C:26]([CH2:25][O:24][C:23]1[CH:29]=[CH:30][CH:31]=[C:32]([O:33][CH3:34])[C:22]=1[C:20]1[N:12]=[C:13]2[CH:18]=[CH:17][C:16]([F:19])=[CH:15][N:14]2[C:10]=1[NH:9][C:3]1[C:4]([CH3:8])=[CH:5][CH:6]=[CH:7][C:2]=1[CH3:1])=[O:27], predict the reactants needed to synthesize it. The reactants are: [CH3:1][C:2]1[CH:7]=[CH:6][CH:5]=[C:4]([CH3:8])[C:3]=1[NH:9][CH:10]=O.[NH2:12][C:13]1[CH:18]=[CH:17][C:16]([F:19])=[CH:15][N:14]=1.[CH:20]([C:22]1[C:32]([O:33][CH3:34])=[CH:31][CH:30]=[CH:29][C:23]=1[O:24][CH2:25][C:26]([NH2:28])=[O:27])=O.C(P1(=O)OP(CCC)(=O)OP(CCC)(=O)O1)CC.CCCP(=O)=O.